This data is from Forward reaction prediction with 1.9M reactions from USPTO patents (1976-2016). The task is: Predict the product of the given reaction. (1) Given the reactants C([O:8][C:9]1[C:10]([C:30]([NH:32][CH2:33][C:34]([O:36][CH2:37][CH3:38])=[O:35])=[O:31])=[N:11][C:12]([CH2:16][CH:17]2[CH2:22][CH2:21][N:20]([C:23]3[CH:28]=[CH:27][C:26]([Cl:29])=[CH:25][CH:24]=3)[CH2:19][CH2:18]2)=[N:13][C:14]=1[CH3:15])C1C=CC=CC=1.Cl.[OH-].[Na+], predict the reaction product. The product is: [Cl:29][C:26]1[CH:27]=[CH:28][C:23]([N:20]2[CH2:21][CH2:22][CH:17]([CH2:16][C:12]3[N:11]=[C:10]([C:30]([NH:32][CH2:33][C:34]([O:36][CH2:37][CH3:38])=[O:35])=[O:31])[C:9]([OH:8])=[C:14]([CH3:15])[N:13]=3)[CH2:18][CH2:19]2)=[CH:24][CH:25]=1. (2) Given the reactants [OH:1][C:2]1[CH:3]=[C:4]([CH:19]=[CH:20][C:21]=1I)[CH2:5][NH:6][C@@H:7]([C:9]1[C:18]2[C:13](=[CH:14][CH:15]=[CH:16][CH:17]=2)[CH:12]=[CH:11][CH:10]=1)[CH3:8].[CH3:23][C:24]([CH3:37])([C:35]#[CH:36])[C:25]([O:27][CH2:28][C:29]1[CH:34]=[CH:33][CH:32]=[CH:31][CH:30]=1)=[O:26], predict the reaction product. The product is: [OH:1][C:2]1[CH:3]=[C:4]([CH2:5][NH:6][C@@H:7]([C:9]2[C:18]3[C:13](=[CH:14][CH:15]=[CH:16][CH:17]=3)[CH:12]=[CH:11][CH:10]=2)[CH3:8])[CH:19]=[CH:20][C:21]=1[C:36]#[C:35][C:24]([CH3:37])([CH3:23])[C:25]([O:27][CH2:28][C:29]1[CH:30]=[CH:31][CH:32]=[CH:33][CH:34]=1)=[O:26]. (3) Given the reactants [C:1]1([CH3:8])[CH:6]=[CH:5][CH:4]=[C:3]([NH2:7])[CH:2]=1.C(OC([NH:16][CH2:17][CH2:18][CH2:19][CH2:20][C@H:21]([NH:25][C:26]([O:28][CH2:29][CH:30]1[C:42]2[CH:41]=[CH:40][CH:39]=[CH:38][C:37]=2[C:36]2[C:31]1=[CH:32][CH:33]=[CH:34][CH:35]=2)=[O:27])[C:22](O)=[O:23])=O)(C)(C)C, predict the reaction product. The product is: [CH:32]1[C:31]2[CH:30]([CH2:29][O:28][C:26](=[O:27])[NH:25][C@H:21]([C:22](=[O:23])[NH:7][C:3]3[CH:2]=[C:1]([CH3:8])[CH:6]=[CH:5][CH:4]=3)[CH2:20][CH2:19][CH2:18][CH2:17][NH2:16])[C:42]3[C:37](=[CH:38][CH:39]=[CH:40][CH:41]=3)[C:36]=2[CH:35]=[CH:34][CH:33]=1. (4) Given the reactants C[O:2][C:3](=[O:44])[CH2:4][C@H:5]([OH:43])[CH2:6][C@H:7]([OH:42])[CH:8]=[CH:9][C:10]1[N:11]([CH:39]([CH3:41])[CH3:40])[C:12]([C:29](=[O:38])[NH:30][C:31]2[CH:36]=[CH:35][CH:34]=[C:33]([Cl:37])[CH:32]=2)=[C:13]([C:22]2[CH:27]=[CH:26][C:25]([F:28])=[CH:24][CH:23]=2)[C:14]=1[C:15]1[CH:20]=[CH:19][C:18]([F:21])=[CH:17][CH:16]=1.C(O)C.O.[OH-].[Na+:50], predict the reaction product. The product is: [Na+:50].[Cl:37][C:33]1[CH:32]=[C:31]([NH:30][C:29]([C:12]2[N:11]([CH:39]([CH3:40])[CH3:41])[C:10]([CH:9]=[CH:8][C@@H:7]([OH:42])[CH2:6][C@@H:5]([OH:43])[CH2:4][C:3]([O-:44])=[O:2])=[C:14]([C:15]3[CH:16]=[CH:17][C:18]([F:21])=[CH:19][CH:20]=3)[C:13]=2[C:22]2[CH:23]=[CH:24][C:25]([F:28])=[CH:26][CH:27]=2)=[O:38])[CH:36]=[CH:35][CH:34]=1.